From a dataset of Forward reaction prediction with 1.9M reactions from USPTO patents (1976-2016). Predict the product of the given reaction. (1) The product is: [CH2:15]([CH:6]1[C:7]2[CH:8]=[CH:9][CH:10]=[CH:11][C:12]=2[C:13]2[S:14][C:2]([C:28]3[CH:33]=[CH:32][CH:31]=[CH:30][CH:29]=3)=[CH:3][C:4]=2[N:5]1[S:17]([C:20]1[CH:25]=[CH:24][C:23]([OH:26])=[CH:22][CH:21]=1)(=[O:19])=[O:18])[CH3:16]. Given the reactants Br[C:2]1[S:14][C:13]2[C:12]3[CH:11]=[CH:10][CH:9]=[CH:8][C:7]=3[CH:6]([CH2:15][CH3:16])[N:5]([S:17]([C:20]3[CH:25]=[CH:24][C:23]([O:26]C)=[CH:22][CH:21]=3)(=[O:19])=[O:18])[C:4]=2[CH:3]=1.[C:28]1(B(O)O)[CH:33]=[CH:32][CH:31]=[CH:30][CH:29]=1, predict the reaction product. (2) Given the reactants Br[C:2]1[CH:11]=[CH:10][CH:9]=[CH:8][C:3]=1[C:4]([NH:6][CH3:7])=[O:5].[F:12][C:13]1[CH:20]=[CH:19][C:16]([CH:17]=[O:18])=[CH:15][CH:14]=1.OC(C1C=C(C=CC=1)C(NC)=O)C1C=CC(F)=CC=1, predict the reaction product. The product is: [OH:18][CH:17]([C:2]1[CH:11]=[CH:10][CH:9]=[CH:8][C:3]=1[C:4]([NH:6][CH3:7])=[O:5])[C:16]1[CH:19]=[CH:20][C:13]([F:12])=[CH:14][CH:15]=1.